Dataset: Forward reaction prediction with 1.9M reactions from USPTO patents (1976-2016). Task: Predict the product of the given reaction. (1) Given the reactants CS(C)=O.F[C:6]1[CH:13]=[CH:12][C:9]([C:10]#[N:11])=[C:8]([C:14]([F:17])([F:16])[F:15])[CH:7]=1.C(=O)([O-])[O-].[Cs+].[Cs+].[CH:24]1([CH2:27][NH:28][CH2:29][CH2:30][CH3:31])[CH2:26][CH2:25]1, predict the reaction product. The product is: [CH:24]1([CH2:27][N:28]([CH2:29][CH2:30][CH3:31])[C:6]2[CH:13]=[CH:12][C:9]([C:10]#[N:11])=[C:8]([C:14]([F:17])([F:16])[F:15])[CH:7]=2)[CH2:26][CH2:25]1. (2) The product is: [CH2:14]([O:1][C:2]1[CH:11]=[CH:10][CH:9]=[C:8]2[C:3]=1[CH:4]=[CH:5][N:6]=[CH:7]2)[CH:13]=[CH2:12]. Given the reactants [OH:1][C:2]1[CH:11]=[CH:10][CH:9]=[C:8]2[C:3]=1[CH:4]=[CH:5][N:6]=[CH:7]2.[CH2:12](Br)[CH:13]=[CH2:14].C(Br)C1C=CC=CC=1, predict the reaction product.